From a dataset of Forward reaction prediction with 1.9M reactions from USPTO patents (1976-2016). Predict the product of the given reaction. Given the reactants [F:1][C:2]1[CH:10]=[CH:9][CH:8]=[C:7]2[C:3]=1[CH:4]=[CH:5][N:6]2[C@@H:11]1[O:28][C@H:27]([CH2:29][O:30]C(=O)C)[C@@H:22]([O:23]C(=O)C)[C@H:17]([O:18]C(=O)C)[C@H:12]1[O:13]C(=O)C.[CH3:34][O:35][C:36]1[CH:44]=[CH:43][C:39]([C:40](Cl)=O)=[CH:38][CH:37]=1, predict the reaction product. The product is: [F:1][C:2]1[CH:10]=[CH:9][CH:8]=[C:7]2[C:3]=1[C:4]([CH2:40][C:39]1[CH:43]=[CH:44][C:36]([O:35][CH3:34])=[CH:37][CH:38]=1)=[CH:5][N:6]2[C@@H:11]1[O:28][C@H:27]([CH2:29][OH:30])[C@@H:22]([OH:23])[C@H:17]([OH:18])[C@H:12]1[OH:13].